This data is from Reaction yield outcomes from USPTO patents with 853,638 reactions. The task is: Predict the reaction yield, written as a fraction of the theoretical maximum amount of product (1.0 means a 100% yield; for example, 0.34 means a 34% yield). The reactants are [CH3:1][O:2][C:3](=[O:40])[CH:4]([C:9]1[CH:14]=[C:13]([C:15]2[CH:20]=[CH:19][C:18]([C:21]([F:24])([F:23])[F:22])=[CH:17][CH:16]=2)[N:12]=[C:11]([N:25]([CH2:36][CH:37]([CH3:39])[CH3:38])[C:26]2[CH:31]=[CH:30][C:29]([C:32]([F:35])([F:34])[F:33])=[CH:28][CH:27]=2)[CH:10]=1)[CH2:5][C:6]([CH3:8])=[CH2:7]. The catalyst is CO.[Pd]. The product is [CH3:1][O:2][C:3](=[O:40])[CH:4]([C:9]1[CH:14]=[C:13]([C:15]2[CH:16]=[CH:17][C:18]([C:21]([F:23])([F:24])[F:22])=[CH:19][CH:20]=2)[N:12]=[C:11]([N:25]([CH2:36][CH:37]([CH3:39])[CH3:38])[C:26]2[CH:27]=[CH:28][C:29]([C:32]([F:33])([F:34])[F:35])=[CH:30][CH:31]=2)[CH:10]=1)[CH2:5][CH:6]([CH3:8])[CH3:7]. The yield is 1.00.